This data is from CYP3A4 inhibition data for predicting drug metabolism from PubChem BioAssay. The task is: Regression/Classification. Given a drug SMILES string, predict its absorption, distribution, metabolism, or excretion properties. Task type varies by dataset: regression for continuous measurements (e.g., permeability, clearance, half-life) or binary classification for categorical outcomes (e.g., BBB penetration, CYP inhibition). Dataset: cyp3a4_veith. The drug is N#CCSc1nc2scc(-c3cccs3)c2c(=O)n1CCc1ccccc1. The result is 1 (inhibitor).